This data is from CYP1A2 inhibition data for predicting drug metabolism from PubChem BioAssay. The task is: Regression/Classification. Given a drug SMILES string, predict its absorption, distribution, metabolism, or excretion properties. Task type varies by dataset: regression for continuous measurements (e.g., permeability, clearance, half-life) or binary classification for categorical outcomes (e.g., BBB penetration, CYP inhibition). Dataset: cyp1a2_veith. (1) The drug is CC1(C)N=C(N)N=C(N)N1CCCCc1ccccc1. The result is 0 (non-inhibitor). (2) The result is 0 (non-inhibitor). The compound is NCCc1ccc(O)c(O)c1. (3) The molecule is Cc1cc(CN2CCCCC2)c(O)c(CN2CCCCC2)c1. The result is 0 (non-inhibitor). (4) The compound is Cc1o[nH]c(=O)c1C[C@@H](N)C(=O)O. The result is 0 (non-inhibitor). (5) The result is 0 (non-inhibitor). The compound is Cc1ccc(S(=O)(=O)N(C)c2cc(S(=O)(=O)N3CCC(C)CC3)c(C)cc2C)cc1. (6) The compound is COc1ccc(C(=O)Nc2cc(Cl)ccc2OC(=O)c2ccc(OC)cc2)cc1. The result is 1 (inhibitor). (7) The drug is COC(Cc1nnc(SC)n1-c1ccccc1)OC. The result is 0 (non-inhibitor).